This data is from Forward reaction prediction with 1.9M reactions from USPTO patents (1976-2016). The task is: Predict the product of the given reaction. (1) Given the reactants [S:1]1[CH:5]=[CH:4][N:3]=[CH:2]1.[Li]CCCC.[O:11]1[C:15]2[CH:16]=[CH:17][C:18]([CH:20]=[O:21])=[CH:19][C:14]=2[CH:13]=[CH:12]1, predict the reaction product. The product is: [O:11]1[C:15]2[CH:16]=[CH:17][C:18]([CH:20]([C:2]3[S:1][CH:5]=[CH:4][N:3]=3)[OH:21])=[CH:19][C:14]=2[CH:13]=[CH:12]1. (2) Given the reactants Br[C:2]1[CH:7]=[CH:6][CH:5]=[CH:4][C:3]=1[O:8][CH3:9].[Cl:10][C:11]1[CH:16]=[CH:15][C:14](B(O)O)=[CH:13][CH:12]=1.[F-].[K+], predict the reaction product. The product is: [CH3:9][O:8][C:3]1[CH:4]=[CH:5][CH:6]=[CH:7][C:2]=1[C:14]1[CH:15]=[CH:16][C:11]([Cl:10])=[CH:12][CH:13]=1. (3) Given the reactants [Cl:1][C:2]1[CH:7]=[CH:6][C:5]([S:8]([N:11]2[CH:19]3[CH2:20][CH2:21][CH2:22][CH:12]2[C:13]2[CH:14]=[N:15][NH:16][C:17]=2[C:18]3=[O:23])(=[O:10])=[O:9])=[CH:4][CH:3]=1.[BH4-].[Na+], predict the reaction product. The product is: [Cl:1][C:2]1[CH:7]=[CH:6][C:5]([S:8]([N:11]2[CH:19]3[CH2:20][CH2:21][CH2:22][CH:12]2[C:13]2[CH:14]=[N:15][NH:16][C:17]=2[CH:18]3[OH:23])(=[O:10])=[O:9])=[CH:4][CH:3]=1. (4) Given the reactants CON(C)[C:4](=[O:21])[CH:5]([C:13]1[CH:18]=[CH:17][C:16]([S:19][CH3:20])=[CH:15][N:14]=1)[CH2:6][CH:7]1[CH2:12][CH2:11][O:10][CH2:9][CH2:8]1.[CH:23]([Mg]Br)=[CH2:24].Cl, predict the reaction product. The product is: [CH3:20][S:19][C:16]1[CH:17]=[CH:18][C:13]([CH:5]([CH2:6][CH:7]2[CH2:8][CH2:9][O:10][CH2:11][CH2:12]2)[C:4](=[O:21])[CH:23]=[CH2:24])=[N:14][CH:15]=1.